This data is from Reaction yield outcomes from USPTO patents with 853,638 reactions. The task is: Predict the reaction yield, written as a fraction of the theoretical maximum amount of product (1.0 means a 100% yield; for example, 0.34 means a 34% yield). (1) The reactants are [Cl:1][C:2]1[CH:7]=[CH:6][C:5]([S:8]([NH:11][C@@H:12]2[CH2:17][CH2:16][CH2:15][CH2:14][C@H:13]2[C:18]([NH2:20])=[O:19])(=[O:10])=[O:9])=[CH:4][CH:3]=1.Br[CH2:22][C:23]1[CH:28]=[CH:27][C:26]([O:29][C:30]([F:33])([F:32])[F:31])=[CH:25][CH:24]=1. No catalyst specified. The product is [Cl:1][C:2]1[CH:7]=[CH:6][C:5]([S:8]([N:11]([CH2:22][C:23]2[CH:28]=[CH:27][C:26]([O:29][C:30]([F:31])([F:32])[F:33])=[CH:25][CH:24]=2)[C@@H:12]2[CH2:17][CH2:16][CH2:15][CH2:14][C@H:13]2[C:18]([NH2:20])=[O:19])(=[O:9])=[O:10])=[CH:4][CH:3]=1. The yield is 0.200. (2) The reactants are C(OC([N:8]1[CH2:13][CH2:12][CH:11]([O:14][Si:15]([C:28]([CH3:31])([CH3:30])[CH3:29])([C:22]2[CH:27]=[CH:26][CH:25]=[CH:24][CH:23]=2)[C:16]2[CH:21]=[CH:20][CH:19]=[CH:18][CH:17]=2)[CH2:10][CH2:9]1)=O)(C)(C)C.Cl.O1CCOCC1. The catalyst is C(Cl)Cl. The product is [C:28]([Si:15]([C:16]1[CH:21]=[CH:20][CH:19]=[CH:18][CH:17]=1)([C:22]1[CH:23]=[CH:24][CH:25]=[CH:26][CH:27]=1)[O:14][CH:11]1[CH2:10][CH2:9][NH:8][CH2:13][CH2:12]1)([CH3:31])([CH3:29])[CH3:30]. The yield is 0.790. (3) The reactants are [Br-].[Br:2][CH2:3][CH2:4][CH2:5][CH2:6][CH2:7][C@H:8]1[CH2:13][CH2:12][C@H:11]([NH3+:14])[CH2:10][CH2:9]1.[F:15][C:16]([F:28])([F:27])[C:17]1[CH:22]=[CH:21][C:20]([S:23](Cl)(=[O:25])=[O:24])=[CH:19][CH:18]=1. The catalyst is C(Cl)Cl.OS([O-])(=O)=O.[K+].CC(OC)(C)C. The product is [Br:2][CH2:3][CH2:4][CH2:5][CH2:6][CH2:7][C@H:8]1[CH2:9][CH2:10][C@H:11]([NH:14][S:23]([C:20]2[CH:19]=[CH:18][C:17]([C:16]([F:15])([F:27])[F:28])=[CH:22][CH:21]=2)(=[O:25])=[O:24])[CH2:12][CH2:13]1. The yield is 0.910. (4) The reactants are C(N(CC)CC)C.[F:15][C:14]([F:17])([F:16])[C:13](O[C:13](=[O:18])[C:14]([F:17])([F:16])[F:15])=[O:18].[NH2:21][C@H:22]1[CH2:26][CH2:25][N:24]([C:27]2[CH:35]=[CH:34][C:30]([C:31]([OH:33])=[O:32])=[C:29]([NH:36][CH:37]3[CH2:42][CH2:41][O:40][CH2:39][CH2:38]3)[CH:28]=2)[CH2:23]1.[F:43][C:44]([F:49])([F:48])[C:45](O)=[O:46]. The catalyst is ClCCl.O. The product is [F:43][C:44]([F:49])([F:48])[C:45]([N:36]([C:29]1[CH:28]=[C:27]([N:24]2[CH2:25][CH2:26][C@H:22]([NH:21][C:13](=[O:18])[C:14]([F:15])([F:16])[F:17])[CH2:23]2)[CH:35]=[CH:34][C:30]=1[C:31]([OH:33])=[O:32])[CH:37]1[CH2:42][CH2:41][O:40][CH2:39][CH2:38]1)=[O:46]. The yield is 0.140. (5) The reactants are [Cl:1][C:2]1[N:11]=[C:10](Cl)[C:9]2[C:4](=[CH:5][C:6]([O:13][CH3:14])=[CH:7][CH:8]=2)[N:3]=1.C([Sn](CCCC)(CCCC)[C:20]([O:22][CH2:23][CH3:24])=[CH2:21])CCC. No catalyst specified. The product is [Cl:1][C:2]1[N:11]=[C:10]([C:20]([O:22][CH2:23][CH3:24])=[CH2:21])[C:9]2[C:4](=[CH:5][C:6]([O:13][CH3:14])=[CH:7][CH:8]=2)[N:3]=1. The yield is 0.610.